Dataset: Catalyst prediction with 721,799 reactions and 888 catalyst types from USPTO. Task: Predict which catalyst facilitates the given reaction. Product: [F:19][C:14]1[CH:13]=[C:12]([CH2:11][C@H:10]([NH:20][C:21](=[O:31])[C:22]2[CH:27]=[C:26]([CH3:103])[CH:25]=[C:24]([C:28]([N:29]3[CH2:82][CH2:81][CH2:80][C@@H:79]3[CH2:83][O:84][CH3:85])=[O:30])[CH:23]=2)[C@H:9]([OH:8])[C@H:32]2[CH2:36][C@@H:35]([O:37][CH2:38][CH2:39][CH3:40])[CH2:34][NH:33]2)[CH:17]=[C:16]([F:18])[CH:15]=1. Reactant: [Si]([O:8][C@H:9]([C@H:32]1[CH2:36][C@@H:35]([O:37][CH2:38][CH2:39][CH3:40])[CH2:34][N:33]1C(OC(C)(C)C)=O)[C@@H:10]([NH:20][C:21](=[O:31])[C:22]1[CH:27]=[CH:26][CH:25]=[C:24]([C:28](=[O:30])[NH2:29])[CH:23]=1)[CH2:11][C:12]1[CH:17]=[C:16]([F:18])[CH:15]=[C:14]([F:19])[CH:13]=1)(C(C)(C)C)(C)C.[Si](O[C@H]([C@H]1C[C@@H](OCCC)CN1C(OC(C)(C)C)=O)[C@@H](NC(=O)C1C=C(C)C=C(C(N2[CH2:82][CH2:81][CH2:80][C@@H:79]2[CH2:83][O:84][CH3:85])=O)C=1)CC1C=C(F)C=C(F)C=1)(C(C)(C)C)(C)C.[C:103](OC(N1C[C@H](OCCC)C[C@@H]1[C@@H](O[Si](C(C)(C)C)(C)C)[C@@H](NC(C1C=C(C=C(C)C=1)C(O)=O)=O)CC1C=C(F)C=C(F)C=1)=O)(C)(C)C.CCN(C(C)C)C(C)C.CN(C(ON1N=NC2C=CC=NC1=2)=[N+](C)C)C.F[P-](F)(F)(F)(F)F.COC[C@H]1CCCN1. The catalyst class is: 96.